Dataset: Reaction yield outcomes from USPTO patents with 853,638 reactions. Task: Predict the reaction yield, written as a fraction of the theoretical maximum amount of product (1.0 means a 100% yield; for example, 0.34 means a 34% yield). (1) The reactants are [Cl:1][C:2]1[N:7]2[N:8]=[C:9]([C:11]3[O:12][CH:13]=[CH:14][CH:15]=3)[CH:10]=[C:6]2[CH:5]=[CH:4][CH:3]=1.[Br:16]N1C(=O)CCC1=O.[Cl-].[NH4+].CCOCC. The catalyst is O1CCCC1. The product is [Br:16][C:10]1[C:9]([C:11]2[O:12][CH:13]=[CH:14][CH:15]=2)=[N:8][N:7]2[C:2]([Cl:1])=[CH:3][CH:4]=[CH:5][C:6]=12. The yield is 0.960. (2) The reactants are BrCC1N(CC(C)(C)C)[C:6]2N=C(C#N)N=[CH:10][C:5]=2[CH:4]=1.[C:19](=[O:22])([O-:21])[O-].[K+].[K+].[OH2:25].C(C1N=CC2C=C(C[N:38]3[CH2:43][CH2:42][N:41]([C:44]([NH2:46])=[NH:45])[CH2:40][CH2:39]3)N(CC(C)(C)C)C=2N=1)#N.CN([CH:55]=[O:56])C. The catalyst is CCOC(C)=O.CCCCCC. The product is [C:5]([O:21][C:19]([N:45]=[C:44]([NH:46][C:55](=[O:56])[OH:25])[N:41]1[CH2:40][CH2:39][NH:38][CH2:43][CH2:42]1)=[O:22])([CH3:10])([CH3:6])[CH3:4]. The yield is 0.750. (3) The reactants are Cl.[Cl:2][C:3]1[CH:4]=[C:5]2[C:9](=[CH:10][CH:11]=1)[NH:8][CH:7]=[C:6]2[CH2:12][CH2:13][NH2:14].[CH3:15][O:16][C:17]1[CH:22]=[CH:21][CH:20]=[CH:19][C:18]=1[N:23]1[CH2:27][CH2:26][CH:25]([C:28](O)=[O:29])[C:24]1=[O:31].C1CN([P+](ON2N=NC3C=CC=CC2=3)(N2CCCC2)N2CCCC2)CC1.F[P-](F)(F)(F)(F)F.C(N(CC)C(C)C)(C)C. The catalyst is ClCCl.CN(C=O)C. The product is [Cl:2][C:3]1[CH:4]=[C:5]2[C:9](=[CH:10][CH:11]=1)[NH:8][CH:7]=[C:6]2[CH2:12][CH2:13][NH:14][C:28]([CH:25]1[CH2:26][CH2:27][N:23]([C:18]2[CH:19]=[CH:20][CH:21]=[CH:22][C:17]=2[O:16][CH3:15])[C:24]1=[O:31])=[O:29]. The yield is 0.680. (4) The product is [CH3:29][S:30]([O:26][C@H:21]1[CH2:22][CH2:23][CH2:24][CH2:25][C@H:20]1[NH:19][C:17]1[S:18][C:14]2[CH:13]=[C:12]([CH2:11][N:8]3[C:5]4=[N:6][CH:7]=[C:2]([F:1])[CH:3]=[C:4]4[N:10]=[CH:9]3)[CH:28]=[CH:27][C:15]=2[N:16]=1)(=[O:32])=[O:31]. The catalyst is C(Cl)Cl. The yield is 0.440. The reactants are [F:1][C:2]1[CH:3]=[C:4]2[N:10]=[CH:9][N:8]([CH2:11][C:12]3[CH:28]=[CH:27][C:15]4[N:16]=[C:17]([NH:19][C@@H:20]5[CH2:25][CH2:24][CH2:23][CH2:22][C@@H:21]5[OH:26])[S:18][C:14]=4[CH:13]=3)[C:5]2=[N:6][CH:7]=1.[CH3:29][S:30](Cl)(=[O:32])=[O:31].C([O-])(O)=O.[Na+]. (5) The reactants are [Cl:1][C:2]1[C:3]([C:18]2[N:22]=[C:21]([C:23]3[N:24]=[C:25]4[CH:30]=[CH:29][C:28]([I:31])=[C:27]([CH3:32])[N:26]4[CH:33]=3)[O:20][N:19]=2)=[CH:4][C:5]([F:17])=[C:6]([CH2:8][CH2:9][C:10]([O:12]C(C)(C)C)=[O:11])[CH:7]=1. The catalyst is C(O)(C(F)(F)F)=O.ClCCl. The product is [Cl:1][C:2]1[C:3]([C:18]2[N:22]=[C:21]([C:23]3[N:24]=[C:25]4[CH:30]=[CH:29][C:28]([I:31])=[C:27]([CH3:32])[N:26]4[CH:33]=3)[O:20][N:19]=2)=[CH:4][C:5]([F:17])=[C:6]([CH2:8][CH2:9][C:10]([OH:12])=[O:11])[CH:7]=1. The yield is 0.880.